From a dataset of Peptide-MHC class I binding affinity with 185,985 pairs from IEDB/IMGT. Regression. Given a peptide amino acid sequence and an MHC pseudo amino acid sequence, predict their binding affinity value. This is MHC class I binding data. (1) The MHC is HLA-C04:01 with pseudo-sequence HLA-C04:01. The binding affinity (normalized) is 0.213. The peptide sequence is IPVHPRHPY. (2) The peptide sequence is LLQAIGAAA. The MHC is HLA-A66:01 with pseudo-sequence HLA-A66:01. The binding affinity (normalized) is 0.213. (3) The peptide sequence is RVFGFRTAK. The MHC is HLA-B08:03 with pseudo-sequence HLA-B08:03. The binding affinity (normalized) is 0.0847. (4) The peptide sequence is YASLTTIGT. The MHC is HLA-A02:06 with pseudo-sequence HLA-A02:06. The binding affinity (normalized) is 0.531. (5) The peptide sequence is PPLRNTHPQA. The MHC is H-2-Ld with pseudo-sequence H-2-Ld. The binding affinity (normalized) is 0. (6) The peptide sequence is HGTMPDLHDY. The MHC is Patr-A0301 with pseudo-sequence Patr-A0301. The binding affinity (normalized) is 0.286. (7) The peptide sequence is TAVPWNASW. The MHC is HLA-A26:01 with pseudo-sequence HLA-A26:01. The binding affinity (normalized) is 0. (8) The peptide sequence is VPFPVVNAM. The MHC is HLA-B53:01 with pseudo-sequence HLA-B53:01. The binding affinity (normalized) is 0.386.